This data is from Forward reaction prediction with 1.9M reactions from USPTO patents (1976-2016). The task is: Predict the product of the given reaction. (1) Given the reactants [H-].[Na+].[NH:3]1[CH2:8][CH2:7][O:6][CH2:5][CH2:4]1.Br[CH2:10][C:11]1[NH:16][C:15]2=[N:17][N:18]([C:20]([O:22][C:23]([CH3:26])([CH3:25])[CH3:24])=[O:21])[CH:19]=[C:14]2[CH:13]([C:27]2[CH:32]=[CH:31][CH:30]=[CH:29][C:28]=2[Cl:33])[C:12]=1[C:34]#[N:35].O, predict the reaction product. The product is: [C:23]([O:22][C:20]([N:18]1[CH:19]=[C:14]2[C:15]([NH:16][C:11]([CH2:10][N:3]3[CH2:8][CH2:7][O:6][CH2:5][CH2:4]3)=[C:12]([C:34]#[N:35])[CH:13]2[C:27]2[CH:32]=[CH:31][CH:30]=[CH:29][C:28]=2[Cl:33])=[N:17]1)=[O:21])([CH3:26])([CH3:24])[CH3:25]. (2) Given the reactants [Br:1][CH2:2][C@@:3]1([OH:20])[C@@H:8]([CH3:9])[CH2:7][C:6]([C:10]2[CH:15]=[CH:14][N:13]=[CH:12][C:11]=2[N+:16]([O-:18])=[O:17])=[CH:5][C@H:4]1[OH:19].[CH3:21][C:22]([Si:25](Cl)([CH3:27])[CH3:26])([CH3:24])[CH3:23].N1C=CN=C1, predict the reaction product. The product is: [Br:1][CH2:2][C@@:3]1([OH:20])[C@@H:8]([CH3:9])[CH2:7][C:6]([C:10]2[CH:15]=[CH:14][N:13]=[CH:12][C:11]=2[N+:16]([O-:18])=[O:17])=[CH:5][C@H:4]1[O:19][Si:25]([C:22]([CH3:24])([CH3:23])[CH3:21])([CH3:27])[CH3:26]. (3) Given the reactants COC(C1C=C(O)C2C(=C(OC)C=C(Br)C=2)N=1)=O.C[O:20][C:21]([C:23]1[CH:32]=[C:31]([C:33]2[CH:38]=[CH:37][C:36]([Cl:39])=[CH:35][CH:34]=2)[C:30]2[C:25](=[C:26]([O:40]C)[CH:27]=[CH:28][CH:29]=2)[N:24]=1)=[O:22], predict the reaction product. The product is: [OH:40][C:26]1[CH:27]=[CH:28][CH:29]=[C:30]2[C:25]=1[N:24]=[C:23]([C:21]([OH:22])=[O:20])[CH:32]=[C:31]2[C:33]1[CH:38]=[CH:37][C:36]([Cl:39])=[CH:35][CH:34]=1. (4) Given the reactants [F:1][CH:2]([F:24])[C:3]1[N:8]2[N:9]=[CH:10][C:11]([C:12]#[CH:13])=[C:7]2[N:6]=[C:5]([C:14]2[CH:19]=[CH:18][C:17]([C:20]([F:23])([F:22])[F:21])=[CH:16][CH:15]=2)[CH:4]=1.[OH:25][CH2:26][CH:27]([NH:30][S:31]([C:34]1[S:35][C:36](Br)=[CH:37][CH:38]=1)(=[O:33])=[O:32])[CH2:28][OH:29], predict the reaction product. The product is: [OH:25][CH2:26][CH:27]([NH:30][S:31]([C:34]1[S:35][C:36]([C:13]#[C:12][C:11]2[CH:10]=[N:9][N:8]3[C:3]([CH:2]([F:1])[F:24])=[CH:4][C:5]([C:14]4[CH:19]=[CH:18][C:17]([C:20]([F:23])([F:22])[F:21])=[CH:16][CH:15]=4)=[N:6][C:7]=23)=[CH:37][CH:38]=1)(=[O:33])=[O:32])[CH2:28][OH:29]. (5) The product is: [C:33]([C:32]1[CH:35]=[CH:36][C:37]([CH2:39][CH2:40][N:19]2[CH2:18][CH2:17][N:15]3[CH2:16][C@@H:11]([C:10]4[C:2]([CH3:1])=[C:3]5[C:7](=[CH:8][CH:9]=4)[C:6](=[O:28])[O:5][CH2:4]5)[N:12]([C:21]([O:23][C:24]([CH3:25])([CH3:27])[CH3:26])=[O:22])[CH2:13][C@@H:14]3[CH2:20]2)=[CH:38][C:31]=1[O:30][CH3:29])#[N:34]. Given the reactants [CH3:1][C:2]1[C:10]([C@@H:11]2[CH2:16][N:15]3[CH2:17][CH2:18][NH:19][CH2:20][C@H:14]3[CH2:13][N:12]2[C:21]([O:23][C:24]([CH3:27])([CH3:26])[CH3:25])=[O:22])=[CH:9][CH:8]=[C:7]2[C:3]=1[CH2:4][O:5][C:6]2=[O:28].[CH3:29][O:30][C:31]1[CH:38]=[C:37]([CH2:39][CH:40]=O)[CH:36]=[CH:35][C:32]=1[C:33]#[N:34].C(O[BH-](OC(=O)C)OC(=O)C)(=O)C.[Na+].C(O)(=O)C, predict the reaction product. (6) Given the reactants OCC1N(C)N=CC=1NC1N=CN=C(C2C=CC=C(C=2)C#N)N=1.[F:24][C@H:25]1[C@@H:30]([O:31][C:32]2[CH:39]=[CH:38][C:37]([C:40]3[N:45]=[C:44]([NH:46][C:47]4[CH:48]=[N:49][N:50]([CH3:54])[C:51]=4[CH2:52][OH:53])[N:43]=[CH:42][N:41]=3)=[CH:36][C:33]=2[C:34]#[N:35])[CH2:29][CH2:28][NH:27][CH2:26]1.[C:55](O)(=[O:59])[C@H:56]([CH3:58])[OH:57].C(N(CC)C(C)C)(C)C.CN(C(ON1N=NC2C=CC=NC1=2)=[N+](C)C)C.F[P-](F)(F)(F)(F)F, predict the reaction product. The product is: [F:24][C@H:25]1[C@@H:30]([O:31][C:32]2[CH:39]=[CH:38][C:37]([C:40]3[N:45]=[C:44]([NH:46][C:47]4[CH:48]=[N:49][N:50]([CH3:54])[C:51]=4[CH2:52][OH:53])[N:43]=[CH:42][N:41]=3)=[CH:36][C:33]=2[C:34]#[N:35])[CH2:29][CH2:28][N:27]([C:55](=[O:59])[C@@H:56]([OH:57])[CH3:58])[CH2:26]1. (7) Given the reactants [CH3:1][O:2][C:3]1[CH:8]=[CH:7][C:6](B(O)O)=[CH:5][C:4]=1[CH3:12].Br[C:14]1[S:18][C:17]([CH3:19])=[N:16][CH:15]=1.C(=O)([O-])[O-].[Na+].[Na+].O1CCOCC1, predict the reaction product. The product is: [CH3:19][C:17]1[S:18][C:14]([C:6]2[CH:7]=[CH:8][C:3]([O:2][CH3:1])=[C:4]([CH3:12])[CH:5]=2)=[CH:15][N:16]=1.